From a dataset of Full USPTO retrosynthesis dataset with 1.9M reactions from patents (1976-2016). Predict the reactants needed to synthesize the given product. (1) Given the product [CH:22]([C:4]1[CH:3]=[C:2]([N:1]2[CH2:30][CH2:29][O:28][CH2:27][CH2:26]2)[CH:7]=[C:6]([CH:8]([CH3:9])[CH3:10])[C:5]=1[NH2:11])([CH3:23])[CH3:24], predict the reactants needed to synthesize it. The reactants are: [NH2:1][C:2]1[CH:7]=[C:6]([CH:8]([CH3:10])[CH3:9])[C:5]([NH:11]S(C2C=CC(C)=CC=2)(=O)=O)=[C:4]([CH:22]([CH3:24])[CH3:23])[CH:3]=1.Br[CH2:26][CH2:27][O:28][CH2:29][CH2:30]Br.C(N(CC)C(C)C)(C)C.CN1CCCC1. (2) Given the product [C:1]([O:4][C@H:5]([C:66]1[CH:67]=[CH:68][C:69]([F:72])=[CH:70][CH:71]=1)[CH2:6][CH2:7][C@H:8]1[C:11](=[O:12])[N:10]([C:13]2[CH:14]=[CH:15][C:16]([CH2:19][CH2:20][C:21]3[N:25]=[CH:24][NH:23][N:22]=3)=[CH:17][CH:18]=2)[C@@H:9]1[C:45]1[CH:50]=[CH:49][C:48]([CH2:51][CH2:52][CH2:53][C:54]([CH2:55][O:56][C:57](=[O:59])[CH3:58])([OH:60])[CH2:61][O:62][C:63](=[O:65])[CH3:64])=[CH:47][CH:46]=1)(=[O:3])[CH3:2], predict the reactants needed to synthesize it. The reactants are: [C:1]([O:4][C@H:5]([C:66]1[CH:71]=[CH:70][C:69]([F:72])=[CH:68][CH:67]=1)[CH2:6][CH2:7][C@H:8]1[C:11](=[O:12])[N:10]([C:13]2[CH:18]=[CH:17][C:16]([C:19]#[C:20][C:21]3[N:25]=[CH:24][N:23](C(C4C=CC=CC=4)(C4C=CC=CC=4)C4C=CC=CC=4)[N:22]=3)=[CH:15][CH:14]=2)[C@@H:9]1[C:45]1[CH:50]=[CH:49][C:48]([CH2:51]/[CH:52]=[CH:53]/[C:54]([CH2:61][O:62][C:63](=[O:65])[CH3:64])([OH:60])[CH2:55][O:56][C:57](=[O:59])[CH3:58])=[CH:47][CH:46]=1)(=[O:3])[CH3:2]. (3) Given the product [Cl:1][C:2]1[N:7]=[C:6]2[NH:8][C:9](=[O:11])/[C:10](=[CH:16]\[C:15]3[CH:18]=[CH:19][CH:20]=[C:13]([Cl:12])[C:14]=3[F:21])/[C:5]2=[CH:4][CH:3]=1, predict the reactants needed to synthesize it. The reactants are: [Cl:1][C:2]1[N:7]=[C:6]2[NH:8][C:9](=[O:11])[CH2:10][C:5]2=[CH:4][CH:3]=1.[Cl:12][C:13]1[C:14]([F:21])=[C:15]([CH:18]=[CH:19][CH:20]=1)[CH:16]=O.N1CCCCC1. (4) Given the product [F:37][C:38]([F:50])([F:49])[O:39][C:40]1[CH:45]=[CH:44][C:43]([CH2:4][N:5]2[CH:11]([C:12]3[CH:13]=[CH:14][CH:15]=[CH:16][C:17]=3[O:39][C:38]([F:50])([F:49])[F:37])[CH2:9][CH2:8][CH2:7][C:6]2=[O:10])=[CH:42][CH:41]=1, predict the reactants needed to synthesize it. The reactants are: P(OC1C=CC=CC=1)(OC1C=CC=CC=1)(O[C:4]1[N:5]([CH2:11][C:12]2[CH:17]=[CH:16][C:15](OC(F)(F)F)=[CH:14][CH:13]=2)[C:6](=[O:10])[CH2:7][CH2:8][CH:9]=1)=O.[F:37][C:38]([F:50])([F:49])[O:39][C:40]1[CH:45]=[CH:44][CH:43]=[CH:42][C:41]=1B(O)O. (5) The reactants are: [NH2:1][C:2]1[CH:3]=[CH:4][C:5]([O:12][CH:13]([C:24]2[CH:29]=[CH:28][CH:27]=[CH:26][C:25]=2[Cl:30])[C:14]2[CH:19]=[CH:18][C:17]([C:20]([F:23])([F:22])[F:21])=[CH:16][CH:15]=2)=[C:6]([CH:11]=1)[C:7]([O:9][CH3:10])=[O:8].[CH3:31][O:32][C:33]1[CH:34]=[C:35]([N:41]=[C:42]=[O:43])[CH:36]=[CH:37][C:38]=1[O:39][CH3:40]. Given the product [Cl:30][C:25]1[CH:26]=[CH:27][CH:28]=[CH:29][C:24]=1[CH:13]([C:14]1[CH:19]=[CH:18][C:17]([C:20]([F:21])([F:22])[F:23])=[CH:16][CH:15]=1)[O:12][C:5]1[CH:4]=[CH:3][C:2]([NH:1][C:42]([NH:41][C:35]2[CH:36]=[CH:37][C:38]([O:39][CH3:40])=[C:33]([O:32][CH3:31])[CH:34]=2)=[O:43])=[CH:11][C:6]=1[C:7]([O:9][CH3:10])=[O:8], predict the reactants needed to synthesize it. (6) Given the product [F:45][C:41]1[C:40]([C:2]2[N:3]=[C:4]([N:23]3[CH2:28][CH2:27][O:26][CH2:25][CH2:24]3)[C:5]3[N:11]=[C:10]([CH2:12][N:13]4[CH2:16][CH:15]([N:17]5[CH2:22][CH2:21][O:20][CH2:19][CH2:18]5)[CH2:14]4)[CH:9]=[CH:8][C:6]=3[N:7]=2)=[C:39]2[C:44](=[CH:43][CH:42]=1)[NH:36][CH:37]=[CH:38]2, predict the reactants needed to synthesize it. The reactants are: Cl[C:2]1[N:3]=[C:4]([N:23]2[CH2:28][CH2:27][O:26][CH2:25][CH2:24]2)[C:5]2[N:11]=[C:10]([CH2:12][N:13]3[CH2:16][CH:15]([N:17]4[CH2:22][CH2:21][O:20][CH2:19][CH2:18]4)[CH2:14]3)[CH:9]=[CH:8][C:6]=2[N:7]=1.[Si]([N:36]1[C:44]2[C:39](=[C:40](B3OC(C)(C)C(C)(C)O3)[C:41]([F:45])=[CH:42][CH:43]=2)[CH:38]=[CH:37]1)(C(C)(C)C)(C)C. (7) Given the product [N:10]1[CH:11]=[CH:12][CH:13]=[CH:14][C:9]=1[CH2:7][CH2:8][N:1]1[CH2:6][CH2:5][NH:4][CH2:3][CH2:2]1, predict the reactants needed to synthesize it. The reactants are: [NH:1]1[CH2:6][CH2:5][NH:4][CH2:3][CH2:2]1.[CH:7]([C:9]1[CH:14]=[CH:13][CH:12]=[CH:11][N:10]=1)=[CH2:8].[OH-].[Na+].